Dataset: Full USPTO retrosynthesis dataset with 1.9M reactions from patents (1976-2016). Task: Predict the reactants needed to synthesize the given product. Given the product [Cl:1][C:2]1[C:7]([C:8]([NH2:12])=[O:9])=[C:6]([Cl:11])[N:5]=[CH:4][N:3]=1, predict the reactants needed to synthesize it. The reactants are: [Cl:1][C:2]1[C:7]([C:8](Cl)=[O:9])=[C:6]([Cl:11])[N:5]=[CH:4][N:3]=1.[NH3:12].CCOC(C)=O.